From a dataset of Forward reaction prediction with 1.9M reactions from USPTO patents (1976-2016). Predict the product of the given reaction. (1) Given the reactants [CH3:1][CH:2]([CH2:4][C:5]([CH2:7][CH:8](C=C)[CH3:9])=[O:6])[CH3:3].[C:12](=[O:15])([O-])[O-:13].[K+].[K+].I([O-])(=O)(=O)=O.[K+].[Mn]([O-])(=O)(=O)=O.[K+].[K].[OH-].[K+], predict the reaction product. The product is: [CH3:9][CH:8]([CH2:7][C:5](=[O:6])[CH2:4][CH:2]([CH3:3])[CH3:1])[C:12]([OH:13])=[O:15]. (2) Given the reactants [CH3:1][NH:2][CH2:3][C:4]1[O:5][C:6]2[CH:13]=[CH:12][CH:11]=[CH:10][C:7]=2[C:8]=1[CH3:9].[O:14]=[C:15]1[CH2:20][O:19][C:18]2[CH:21]=[C:22]([CH:25]=[CH:26][C:27](O)=[O:28])[CH:23]=[N:24][C:17]=2[NH:16]1.ON1C2C=CC=CC=2N=N1.C(N(C(C)C)CC)(C)C.CN(C)CCCN=C=NCC, predict the reaction product. The product is: [CH3:1][N:2]([CH2:3][C:4]1[O:5][C:6]2[CH:13]=[CH:12][CH:11]=[CH:10][C:7]=2[C:8]=1[CH3:9])[C:27](=[O:28])/[CH:26]=[CH:25]/[C:22]1[CH:23]=[N:24][C:17]2[NH:16][C:15](=[O:14])[CH2:20][O:19][C:18]=2[CH:21]=1. (3) The product is: [CH2:1]([N:7]1[C:8](=[O:14])[CH:9]=[CH:10][C:11]1=[O:13])[CH2:2][CH2:3][CH2:4][CH2:5][CH3:6]. Given the reactants [CH2:1]([NH:7][C:8](=[O:14])[CH:9]=[CH:10][C:11]([OH:13])=O)[CH2:2][CH2:3][CH2:4][CH2:5][CH3:6].C([O-])(=O)C.[Na+], predict the reaction product. (4) The product is: [F:1][C:2]1[CH:7]=[C:6]([I:8])[CH:5]=[CH:4][C:3]=1[NH:9][C:10]1[CH:18]=[N:17][CH:16]=[CH:15][C:11]=1[C:12]([NH:28][CH2:27][CH2:26][C:23]1[CH:24]=[CH:25][C:20]([CH3:19])=[CH:21][CH:22]=1)=[O:14]. Given the reactants [F:1][C:2]1[CH:7]=[C:6]([I:8])[CH:5]=[CH:4][C:3]=1[NH:9][C:10]1[CH:18]=[N:17][CH:16]=[CH:15][C:11]=1[C:12]([OH:14])=O.[CH3:19][C:20]1[CH:25]=[CH:24][C:23]([CH2:26][CH2:27][NH2:28])=[CH:22][CH:21]=1, predict the reaction product. (5) The product is: [CH:27]1([N:13]([CH:10]2[CH2:11][CH2:12][N:7]([C:5]3[S:4][N:3]=[C:2]([O:33][CH:30]([CH3:32])[CH3:31])[N:6]=3)[CH2:8][CH2:9]2)[C:14](=[O:26])[C:15]2[CH:20]=[CH:19][C:18]([C:21]3[O:25][CH:24]=[N:23][CH:22]=3)=[CH:17][CH:16]=2)[CH2:29][CH2:28]1. Given the reactants Cl[C:2]1[N:6]=[C:5]([N:7]2[CH2:12][CH2:11][CH:10]([N:13]([CH:27]3[CH2:29][CH2:28]3)[C:14](=[O:26])[C:15]3[CH:20]=[CH:19][C:18]([C:21]4[O:25][CH:24]=[N:23][CH:22]=4)=[CH:17][CH:16]=3)[CH2:9][CH2:8]2)[S:4][N:3]=1.[CH:30]([OH:33])([CH3:32])[CH3:31].C(=O)([O-])[O-].[Cs+].[Cs+], predict the reaction product. (6) Given the reactants [CH2:1]([O:3][C:4]([CH:6]1[CH2:10][CH2:9][NH:8][CH:7]1[C:11]1[CH:16]=[C:15]([CH3:17])[N:14]=[C:13]([N:18]2[CH:22]=[CH:21][N:20]=[CH:19]2)[N:12]=1)=[O:5])[CH3:2].C=O.CO.[C:27](O[BH-](OC(=O)C)OC(=O)C)(=O)C.[Na+], predict the reaction product. The product is: [CH2:1]([O:3][C:4]([CH:6]1[CH2:10][CH2:9][N:8]([CH3:27])[CH:7]1[C:11]1[CH:16]=[C:15]([CH3:17])[N:14]=[C:13]([N:18]2[CH:22]=[CH:21][N:20]=[CH:19]2)[N:12]=1)=[O:5])[CH3:2].